From a dataset of Forward reaction prediction with 1.9M reactions from USPTO patents (1976-2016). Predict the product of the given reaction. (1) Given the reactants [CH3:1][O:2][C:3]1[N:8]=[CH:7][C:6]([NH:9][C:10](=[O:14])[O:11][CH2:12][CH3:13])=[C:5]([CH3:15])[CH:4]=1.CC(C)([O-])C.[K+].[CH3:22][C@:23]1([CH2:31][N:32]2[C:36]3[CH:37]=[C:38]([C:41]#[N:42])[CH:39]=[CH:40][C:35]=3[N:34]=[CH:33]2)[CH2:30]CC[C@:25]2(O[CH2:26]2)[CH2:24]1.C([O-])(O)=O.[Na+], predict the reaction product. The product is: [CH3:1][O:2][C:3]1[N:8]=[CH:7][C:6]([N:9]2[CH2:13][C@@:12]3([CH2:26][CH2:25][CH2:24][C@@:23]([CH2:31][N:32]4[C:36]5[CH:37]=[C:38]([C:41]#[N:42])[CH:39]=[CH:40][C:35]=5[N:34]=[CH:33]4)([CH3:22])[CH2:30]3)[O:11][C:10]2=[O:14])=[C:5]([CH3:15])[CH:4]=1. (2) Given the reactants C(OC([N:8]1[CH2:29][CH2:28][C:11]2([O:15][C:14](=[O:16])[N:13]([CH2:17][C:18]3[CH:27]=[CH:26][C:25]4[C:20](=[CH:21][CH:22]=[CH:23][CH:24]=4)[CH:19]=3)[CH2:12]2)[CH2:10][CH2:9]1)=O)(C)(C)C.FC(F)(F)C(O)=O.[CH3:37][O:38][C:39]1[CH:44]=[CH:43][C:42]([N:45]=[C:46]=[O:47])=[CH:41][CH:40]=1.O, predict the reaction product. The product is: [CH3:37][O:38][C:39]1[CH:40]=[CH:41][C:42]([NH:45][C:46]([N:8]2[CH2:29][CH2:28][C:11]3([O:15][C:14](=[O:16])[N:13]([CH2:17][C:18]4[CH:27]=[CH:26][C:25]5[C:20](=[CH:21][CH:22]=[CH:23][CH:24]=5)[CH:19]=4)[CH2:12]3)[CH2:10][CH2:9]2)=[O:47])=[CH:43][CH:44]=1. (3) Given the reactants C1(P(C2C=CC=CC=2)C2C=CC=CC=2)C=CC=CC=1.N1C=CN=C1.[I:25]I.[Cl:27][C:28]1[CH:33]=[CH:32][C:31]([C:34]2([CH2:37]O)[CH2:36][CH2:35]2)=[CH:30][CH:29]=1, predict the reaction product. The product is: [Cl:27][C:28]1[CH:33]=[CH:32][C:31]([C:34]2([CH2:37][I:25])[CH2:36][CH2:35]2)=[CH:30][CH:29]=1. (4) Given the reactants [F:1][C:2]1[CH:7]=[C:6]([OH:8])[CH:5]=[CH:4][C:3]=1[CH2:9][C:10]([O:12][CH3:13])=[O:11].[Cl:14][C:15]1[CH:16]=[N:17][C:18]([N:21]2[CH2:26][CH2:25][CH:24]([C@H:27]3[CH2:29][C@H:28]3[CH2:30][CH2:31]O)[CH2:23][CH2:22]2)=[N:19][CH:20]=1.C1(P(C2C=CC=CC=2)C2C=CC=CC=2)C=CC=CC=1.N(C(OC(C)(C)C)=O)=NC(OC(C)(C)C)=O, predict the reaction product. The product is: [Cl:14][C:15]1[CH:16]=[N:17][C:18]([N:21]2[CH2:26][CH2:25][CH:24]([C@H:27]3[CH2:29][C@H:28]3[CH2:30][CH2:31][O:8][C:6]3[CH:5]=[CH:4][C:3]([CH2:9][C:10]([O:12][CH3:13])=[O:11])=[C:2]([F:1])[CH:7]=3)[CH2:23][CH2:22]2)=[N:19][CH:20]=1. (5) The product is: [CH2:31]=[C:32]1[CH2:37][CH2:36][O:35][C:33]1=[O:34].[CH:23]([C:25]1[CH:30]=[CH:29][CH:28]=[CH:27][N:26]=1)=[CH2:24]. Given the reactants C([O-])(=O)CCCCCCC/C=C\CCCCCCCC.[Na+].O.[CH:23]([C:25]1[CH:30]=[CH:29][CH:28]=[CH:27][N:26]=1)=[CH2:24].[CH2:31]=[C:32]1[CH2:37][CH2:36][O:35][C:33]1=[O:34].[OH-].[Na+].S(OOS([O-])(=O)=O)([O-])(=O)=O.[Na+].[Na+], predict the reaction product. (6) Given the reactants C([O:3][C:4](=[O:32])[CH2:5][C:6]1[CH:11]=[CH:10][C:9]([N:12]2[C:21](=[O:22])[C:20]3[C:15](=[CH:16][CH:17]=[CH:18][CH:19]=3)[N:14]([CH2:23][C:24]([O:26][C:27]([CH3:30])([CH3:29])[CH3:28])=[O:25])[C:13]2=[O:31])=[CH:8][CH:7]=1)C.[OH-].[Na+], predict the reaction product. The product is: [C:27]([O:26][C:24]([CH2:23][N:14]1[C:15]2[C:20](=[CH:19][CH:18]=[CH:17][CH:16]=2)[C:21](=[O:22])[N:12]([C:9]2[CH:8]=[CH:7][C:6]([CH2:5][C:4]([OH:32])=[O:3])=[CH:11][CH:10]=2)[C:13]1=[O:31])=[O:25])([CH3:30])([CH3:28])[CH3:29]. (7) Given the reactants [C:1]([C:5]1[C:14]2[C:9](=[CH:10][CH:11]=[CH:12][CH:13]=2)[NH:8][C:7](=O)[CH:6]=1)([O:3][CH3:4])=[O:2].O=P(Cl)(Cl)[Cl:18], predict the reaction product. The product is: [Cl:18][C:7]1[CH:6]=[C:5]([C:1]([O:3][CH3:4])=[O:2])[C:14]2[C:9](=[CH:10][CH:11]=[CH:12][CH:13]=2)[N:8]=1. (8) Given the reactants [CH2:1]([C:5]1[O:6][C:7]2[CH:23]=[CH:22][CH:21]=[CH:20][C:8]=2[C:9]=1[CH2:10][CH2:11][C:12]1[CH:17]=[CH:16][C:15]([O:18]C)=[CH:14][CH:13]=1)[CH2:2][CH2:3][CH3:4].B(Br)(Br)Br, predict the reaction product. The product is: [CH2:1]([C:5]1[O:6][C:7]2[CH:23]=[CH:22][CH:21]=[CH:20][C:8]=2[C:9]=1[CH2:10][CH2:11][C:12]1[CH:13]=[CH:14][C:15]([OH:18])=[CH:16][CH:17]=1)[CH2:2][CH2:3][CH3:4]. (9) Given the reactants [CH3:1][O:2][C:3]1[CH:8]=[CH:7][C:6]([CH:9]([C:37]2[CH:42]=[CH:41][C:40]([O:43][CH3:44])=[CH:39][CH:38]=2)[N:10]2[C:14]3[C:15]4[C:20]([CH2:21][C:13]=3[C:12]([C:30]3[S:34][C:33]([CH:35]=[O:36])=[CH:32][CH:31]=3)=[N:11]2)=[CH:19][C:18]([CH2:22][N:23]2[CH2:28][CH2:27][N:26]([CH3:29])[CH2:25][CH2:24]2)=[CH:17][CH:16]=4)=[CH:5][CH:4]=1.[BH4-].[Na+], predict the reaction product. The product is: [CH3:44][O:43][C:40]1[CH:41]=[CH:42][C:37]([CH:9]([C:6]2[CH:7]=[CH:8][C:3]([O:2][CH3:1])=[CH:4][CH:5]=2)[N:10]2[C:14]3[C:15]4[C:20]([CH2:21][C:13]=3[C:12]([C:30]3[S:34][C:33]([CH2:35][OH:36])=[CH:32][CH:31]=3)=[N:11]2)=[CH:19][C:18]([CH2:22][N:23]2[CH2:28][CH2:27][N:26]([CH3:29])[CH2:25][CH2:24]2)=[CH:17][CH:16]=4)=[CH:38][CH:39]=1.